This data is from Peptide-MHC class I binding affinity with 185,985 pairs from IEDB/IMGT. The task is: Regression. Given a peptide amino acid sequence and an MHC pseudo amino acid sequence, predict their binding affinity value. This is MHC class I binding data. (1) The binding affinity (normalized) is 0.0847. The MHC is HLA-B40:01 with pseudo-sequence HLA-B40:01. The peptide sequence is RAAHRRQSV. (2) The peptide sequence is GSEPLKSLY. The MHC is Mamu-A02 with pseudo-sequence Mamu-A02. The binding affinity (normalized) is 0.890.